Dataset: Reaction yield outcomes from USPTO patents with 853,638 reactions. Task: Predict the reaction yield, written as a fraction of the theoretical maximum amount of product (1.0 means a 100% yield; for example, 0.34 means a 34% yield). (1) The reactants are [OH:1][C:2]1[CH:3]=[C:4]2[C:9](=[CH:10][CH:11]=1)[CH2:8][N:7]([CH:12]=O)[CH2:6][C:5]2([CH3:15])[CH3:14].[CH2:16]([Mg]Br)[CH3:17].C(OCC)(=O)C. The catalyst is O1CCCC1.C(OCC)C.CCCCCC. The product is [CH:12]1([N:7]2[CH2:6][C:5]([CH3:15])([CH3:14])[C:4]3[C:9](=[CH:10][CH:11]=[C:2]([OH:1])[CH:3]=3)[CH2:8]2)[CH2:17][CH2:16]1. The yield is 0.630. (2) The reactants are [NH2:1][CH2:2][CH2:3][CH2:4][CH2:5][C:6]([OH:8])=[O:7].[C:9]([O:13][C:14](O[C:14]([O:13][C:9]([CH3:12])([CH3:11])[CH3:10])=[O:15])=[O:15])([CH3:12])([CH3:11])[CH3:10].Cl. The catalyst is [OH-].[Na+].O1CCOCC1. The product is [C:9]([O:13][C:14]([NH:1][CH2:2][CH2:3][CH2:4][CH2:5][C:6]([OH:8])=[O:7])=[O:15])([CH3:12])([CH3:11])[CH3:10]. The yield is 0.935. (3) The reactants are [Br:1][C:2]1[C:11]([C@H:12]([O:16][C:17]([CH3:20])([CH3:19])[CH3:18])[C:13]([OH:15])=[O:14])=[C:10]([CH3:21])[CH:9]=[C:8]2[C:3]=1[CH:4]=[CH:5][C:6]([CH3:22])=[N:7]2.C(=O)([O-])[O-].[Cs+].[Cs+].I[CH2:30][CH3:31]. The catalyst is CN(C=O)C. The product is [Br:1][C:2]1[C:11]([C@H:12]([O:16][C:17]([CH3:18])([CH3:19])[CH3:20])[C:13]([O:15][CH2:30][CH3:31])=[O:14])=[C:10]([CH3:21])[CH:9]=[C:8]2[C:3]=1[CH:4]=[CH:5][C:6]([CH3:22])=[N:7]2. The yield is 0.870. (4) The product is [OH:2][CH2:3][C:4]1[S:5][C:6]2[CH:12]=[CH:11][C:10]([NH:13][C:25](=[O:26])[C:24]3[CH:28]=[CH:29][C:21]([O:20][CH3:19])=[CH:22][C:23]=3[CH3:30])=[CH:9][C:7]=2[N:8]=1. The catalyst is CN(C1C=CN=CC=1)C.CN(C=O)C.CCOC(C)=O. The yield is 0.790. The reactants are C(=O)([O-])[O:2][CH:3](CC=C)[C:4]1[S:5][C:6]2[CH:12]=[CH:11][C:10]([NH2:13])=[CH:9][C:7]=2[N:8]=1.[CH3:19][O:20][C:21]1[CH:29]=[CH:28][C:24]([C:25](O)=[O:26])=[C:23]([CH3:30])[CH:22]=1.C(Cl)CCl. (5) The reactants are [Cl:1][C:2]1[CH:10]=[CH:9][CH:8]=[C:7]([Si:11]([CH3:14])([CH3:13])[CH3:12])[C:3]=1[C:4](Cl)=[O:5].[CH2:15]([O:17][CH2:18][CH2:19][NH2:20])[CH3:16]. The catalyst is C1(C)C=CC=CC=1. The product is [CH2:15]([O:17][CH2:18][CH2:19][NH:20][C:4](=[O:5])[C:3]1[C:7]([Si:11]([CH3:14])([CH3:13])[CH3:12])=[CH:8][CH:9]=[CH:10][C:2]=1[Cl:1])[CH3:16]. The yield is 0.660.